Dataset: Full USPTO retrosynthesis dataset with 1.9M reactions from patents (1976-2016). Task: Predict the reactants needed to synthesize the given product. (1) Given the product [F:1][C:2]1[CH:3]=[CH:4][C:5]([CH:8]2[N:12]([S:13]([C:16]3[CH:17]=[CH:18][C:19]([CH3:22])=[CH:20][CH:21]=3)(=[O:15])=[O:14])[CH:11]([CH2:23][CH2:24][CH2:25][C:26]([NH2:27])=[O:29])[CH2:10][CH2:9]2)=[CH:6][CH:7]=1, predict the reactants needed to synthesize it. The reactants are: [F:1][C:2]1[CH:7]=[CH:6][C:5]([CH:8]2[N:12]([S:13]([C:16]3[CH:21]=[CH:20][C:19]([CH3:22])=[CH:18][CH:17]=3)(=[O:15])=[O:14])[CH:11]([CH2:23][CH2:24][CH2:25][C:26]#[N:27])[CH2:10][CH2:9]2)=[CH:4][CH:3]=1.S(=O)(=O)(O)[OH:29]. (2) Given the product [CH3:27][S:24]([C:21]1[N:22]=[CH:23][C:18]([N:2]2[CH2:3][C:4]3([CH2:5][CH2:6][N:7]([C:10]([O:12][C:13]([CH3:16])([CH3:15])[CH3:14])=[O:11])[CH2:8][CH2:9]3)[CH2:1]2)=[N:19][CH:20]=1)(=[O:26])=[O:25], predict the reactants needed to synthesize it. The reactants are: [CH2:1]1[C:4]2([CH2:9][CH2:8][N:7]([C:10]([O:12][C:13]([CH3:16])([CH3:15])[CH3:14])=[O:11])[CH2:6][CH2:5]2)[CH2:3][NH:2]1.Cl[C:18]1[CH:23]=[N:22][C:21]([S:24]([CH3:27])(=[O:26])=[O:25])=[CH:20][N:19]=1.CC(C1C=C(C(C)C)C(C2C=CC=CC=2P(C2CCCCC2)C2CCCCC2)=C(C(C)C)C=1)C.[O-]P([O-])([O-])=O.[K+].[K+].[K+]. (3) Given the product [ClH:29].[CH2:1]([O:8][NH:9][C:10]([CH:12]1[NH:21][CH2:20][C:15]2=[N:16][CH:17]=[CH:18][N:19]=[C:14]2[CH2:13]1)=[O:11])[C:2]1[CH:7]=[CH:6][CH:5]=[CH:4][CH:3]=1, predict the reactants needed to synthesize it. The reactants are: [CH2:1]([O:8][NH:9][C:10]([CH:12]1[N:21](C(OC(C)(C)C)=O)[CH2:20][C:15]2=[N:16][CH:17]=[CH:18][N:19]=[C:14]2[CH2:13]1)=[O:11])[C:2]1[CH:7]=[CH:6][CH:5]=[CH:4][CH:3]=1.[ClH:29].C(OCC)(=O)C. (4) The reactants are: P(Cl)(Cl)(Cl)(Cl)[Cl:2].[I:7][C:8]1[CH:26]=[CH:25][C:11]([C:12]([NH:14][CH2:15][CH2:16][C:17]2[CH:22]=[CH:21][CH:20]=[C:19]([O:23][CH3:24])[CH:18]=2)=O)=[CH:10][CH:9]=1.CCCCCC.CCOCC. Given the product [ClH:2].[I:7][C:8]1[CH:26]=[CH:25][C:11]([C:12]2[C:22]3[C:17](=[CH:18][C:19]([O:23][CH3:24])=[CH:20][CH:21]=3)[CH2:16][CH2:15][N:14]=2)=[CH:10][CH:9]=1, predict the reactants needed to synthesize it. (5) Given the product [CH3:1][CH:2]([CH2:6][C@H:7]([C@@H:9]1[C@:26]2([CH3:27])[C@H:12]([C@H:13]3[C@H:23]([CH2:24][C@@H:25]2[OH:28])[C@:21]2([CH3:22])[C@@H:16]([CH2:17][C@@H:18]([O:29][CH2:30][CH2:31][N:32]([C:34]4[CH:39]=[CH:38][C:37]([C@H:40]5[CH2:57][C@@:55]6([CH3:56])[C@@H:51]([CH2:52][CH2:53][C@:54]6([OH:61])[C:58]#[C:59][CH3:60])[C@H:50]6[C:41]5=[C:42]5[C:47]([CH2:48][CH2:49]6)=[CH:46][C:45](=[O:62])[CH2:44][CH2:43]5)=[CH:36][CH:35]=4)[CH3:33])[CH2:19][CH2:20]2)[CH2:15][C@H:14]3[O:63][CH2:64][Cl:70])[CH2:11][CH2:10]1)[CH3:8])[C:3]([OH:5])=[O:4], predict the reactants needed to synthesize it. The reactants are: [CH3:1][CH:2]([CH2:6][C@H:7]([C@@H:9]1[C@:26]2([CH3:27])[C@H:12]([C@H:13]3[C@H:23]([CH2:24][C@@H:25]2[OH:28])[C@:21]2([CH3:22])[C@@H:16]([CH2:17][C@@H:18]([O:29][CH2:30][CH2:31][N:32]([C:34]4[CH:39]=[CH:38][C:37]([C@H:40]5[CH2:57][C@@:55]6([CH3:56])[C@@H:51]([CH2:52][CH2:53][C@:54]6([OH:61])[C:58]#[C:59][CH3:60])[C@H:50]6[C:41]5=[C:42]5[C:47]([CH2:48][CH2:49]6)=[CH:46][C:45](=[O:62])[CH2:44][CH2:43]5)=[CH:36][CH:35]=4)[CH3:33])[CH2:19][CH2:20]2)[CH2:15][C@H:14]3[O:63][CH2:64]SC)[CH2:11][CH2:10]1)[CH3:8])[C:3]([OH:5])=[O:4].S(Cl)([Cl:70])(=O)=O.